The task is: Predict which catalyst facilitates the given reaction.. This data is from Catalyst prediction with 721,799 reactions and 888 catalyst types from USPTO. (1) Reactant: [Br:1][C:2]1[C:3]([NH2:18])=[N:4][C:5]([N:9]2[C:17]3[C:12](=[CH:13][CH:14]=[CH:15][CH:16]=3)[CH:11]=[N:10]2)=[N:6][C:7]=1Cl.[CH:19]1([CH2:22][NH2:23])[CH2:21][CH2:20]1.O. Product: [Br:1][C:2]1[C:7]([NH:23][CH2:22][CH:19]2[CH2:21][CH2:20]2)=[N:6][C:5]([N:9]2[C:17]3[C:12](=[CH:13][CH:14]=[CH:15][CH:16]=3)[CH:11]=[N:10]2)=[N:4][C:3]=1[NH2:18]. The catalyst class is: 16. (2) Reactant: [Cl:1][C:2]1[CH:3]=[CH:4][C:5]([C:31]([F:34])([F:33])[F:32])=[C:6]([CH:30]=1)[CH2:7][N:8]1[CH2:13][CH2:12][NH:11][C:10]2[N:14]=[CH:15][C:16]([C:18]3[CH:23]=[CH:22][N:21]=[C:20]([N:24]4[CH2:29][CH2:28][NH:27][CH2:26][CH2:25]4)[CH:19]=3)=[CH:17][C:9]1=2.[C:35](Cl)(=[O:37])[CH3:36].C(N(CC)CC)C. Product: [Cl:1][C:2]1[CH:3]=[CH:4][C:5]([C:31]([F:32])([F:34])[F:33])=[C:6]([CH:30]=1)[CH2:7][N:8]1[CH2:13][CH2:12][NH:11][C:10]2[N:14]=[CH:15][C:16]([C:18]3[CH:23]=[CH:22][N:21]=[C:20]([N:24]4[CH2:25][CH2:26][N:27]([C:35](=[O:37])[CH3:36])[CH2:28][CH2:29]4)[CH:19]=3)=[CH:17][C:9]1=2. The catalyst class is: 3. (3) Reactant: C[O:2][C:3](=[O:36])[CH2:4][N:5]1[CH2:11][C:10]([CH2:12][NH:13][C:14](=[O:21])[C:15]2[CH:20]=[CH:19][CH:18]=[CH:17][CH:16]=2)=[CH:9][CH2:8][CH:7]([NH:22][C:23]([C:25]2[C:34]3[C:29](=[CH:30][CH:31]=[CH:32][CH:33]=3)[CH:28]=[CH:27][N:26]=2)=[O:24])[C:6]1=[O:35].[Li+].[OH-]. Product: [C:14]([NH:13][CH2:12][C:10]1[CH2:11][N:5]([CH2:4][C:3]([OH:36])=[O:2])[C:6](=[O:35])[CH:7]([NH:22][C:23]([C:25]2[C:34]3[C:29](=[CH:30][CH:31]=[CH:32][CH:33]=3)[CH:28]=[CH:27][N:26]=2)=[O:24])[CH2:8][CH:9]=1)(=[O:21])[C:15]1[CH:16]=[CH:17][CH:18]=[CH:19][CH:20]=1. The catalyst class is: 20.